This data is from Reaction yield outcomes from USPTO patents with 853,638 reactions. The task is: Predict the reaction yield, written as a fraction of the theoretical maximum amount of product (1.0 means a 100% yield; for example, 0.34 means a 34% yield). The catalyst is ClC(Cl)C.CCOC(C)=O. The product is [C:36]([O:40][C:41](=[O:42])[NH:43][C:44]([CH3:50])([CH3:49])[CH2:45][C:46]([N:23]1[CH2:22][CH2:21][CH:20]([C:18]2[CH:17]=[CH:16][C:15]([NH:26][C:27]([C:29]3[NH:30][CH:31]=[C:32]([C:34]#[N:35])[N:33]=3)=[O:28])=[C:14]([C:8]3[CH2:13][CH2:12][CH2:11][CH2:10][CH:9]=3)[CH:19]=2)[CH2:25][CH2:24]1)=[O:47])([CH3:39])([CH3:37])[CH3:38]. The reactants are FC(F)(F)C(O)=O.[C:8]1([C:14]2[CH:19]=[C:18]([CH:20]3[CH2:25][CH2:24][NH:23][CH2:22][CH2:21]3)[CH:17]=[CH:16][C:15]=2[NH:26][C:27]([C:29]2[NH:30][CH:31]=[C:32]([C:34]#[N:35])[N:33]=2)=[O:28])[CH2:13][CH2:12][CH2:11][CH2:10][CH:9]=1.[C:36]([O:40][C:41]([NH:43][C:44]([CH3:50])([CH3:49])[CH2:45][C:46](O)=[O:47])=[O:42])([CH3:39])([CH3:38])[CH3:37].C1CN([P+](Br)(N2CCCC2)N2CCCC2)CC1.F[P-](F)(F)(F)(F)F.CCN(C(C)C)C(C)C. The yield is 0.700.